This data is from Full USPTO retrosynthesis dataset with 1.9M reactions from patents (1976-2016). The task is: Predict the reactants needed to synthesize the given product. (1) Given the product [CH2:27]([C:25]1[CH:24]=[CH:23][C:10]([O:11][C:12]2[CH:17]=[CH:16][C:15]([NH:18][CH2:19][CH2:20][OH:21])=[CH:14][C:13]=2[F:22])=[C:9]([OH:8])[CH:26]=1)[CH3:28], predict the reactants needed to synthesize it. The reactants are: C([O:8][C:9]1[CH:26]=[C:25]([CH2:27][CH3:28])[CH:24]=[CH:23][C:10]=1[O:11][C:12]1[CH:17]=[CH:16][C:15]([NH:18][CH2:19][CH2:20][OH:21])=[CH:14][C:13]=1[F:22])C1C=CC=CC=1.O1CCCC1. (2) Given the product [NH2:1][C:2]1[N:6]([C:7]2[CH:12]=[C:11]([S:13][CH2:14][C:15]([F:16])([F:17])[F:18])[C:10]([CH3:19])=[CH:9][C:8]=2[F:20])[N:5]=[C:4]([O:21][CH2:22][C:23]([F:28])([F:29])[C:24]([F:25])([F:27])[F:26])[C:3]=1[Br:30], predict the reactants needed to synthesize it. The reactants are: [NH2:1][C:2]1[N:6]([C:7]2[CH:12]=[C:11]([S:13][CH2:14][C:15]([F:18])([F:17])[F:16])[C:10]([CH3:19])=[CH:9][C:8]=2[F:20])[N:5]=[C:4]([O:21][CH2:22][C:23]([F:29])([F:28])[C:24]([F:27])([F:26])[F:25])[CH:3]=1.[Br:30]N1C(=O)CCC1=O.